Task: Predict the reaction yield, written as a fraction of the theoretical maximum amount of product (1.0 means a 100% yield; for example, 0.34 means a 34% yield).. Dataset: Reaction yield outcomes from USPTO patents with 853,638 reactions (1) The reactants are [Si:1]([O:8][C@@H:9]1[C@H:13]([CH2:14][O:15][Si:16]([C:19]([CH3:22])([CH3:21])[CH3:20])([CH3:18])[CH3:17])[CH2:12][C@@H:11]([NH2:23])[CH2:10]1)([C:4]([CH3:7])([CH3:6])[CH3:5])([CH3:3])[CH3:2].[Cl:24][C:25]1[N:30]=[C:29](Cl)[N:28]=[C:27]([NH:32][C@@H:33]2[C:41]3[C:36](=[CH:37][CH:38]=[CH:39][CH:40]=3)[C:35]([CH3:43])([CH3:42])[CH2:34]2)[N:26]=1. The catalyst is C1COCC1. The product is [Si:1]([O:8][C@@H:9]1[C@H:13]([CH2:14][O:15][Si:16]([C:19]([CH3:22])([CH3:21])[CH3:20])([CH3:17])[CH3:18])[CH2:12][C@@H:11]([NH:23][C:29]2[N:28]=[C:27]([NH:32][C@@H:33]3[C:41]4[C:36](=[CH:37][CH:38]=[CH:39][CH:40]=4)[C:35]([CH3:42])([CH3:43])[CH2:34]3)[N:26]=[C:25]([Cl:24])[N:30]=2)[CH2:10]1)([C:4]([CH3:7])([CH3:6])[CH3:5])([CH3:3])[CH3:2]. The yield is 0.710. (2) The reactants are O[Li].O.C[O:5][C:6]([C:8]1[CH:9]=[C:10]([C:22]2[CH:27]=[CH:26][C:25]([CH3:28])=[CH:24][C:23]=2[F:29])[CH:11]=[C:12]([C:14]2[N:15]([CH:19]([CH3:21])[CH3:20])[N:16]=[CH:17][CH:18]=2)[CH:13]=1)=[O:7]. The yield is 0.930. The product is [F:29][C:23]1[CH:24]=[C:25]([CH3:28])[CH:26]=[CH:27][C:22]=1[C:10]1[CH:11]=[C:12]([C:14]2[N:15]([CH:19]([CH3:21])[CH3:20])[N:16]=[CH:17][CH:18]=2)[CH:13]=[C:8]([C:6]([OH:7])=[O:5])[CH:9]=1. The catalyst is O.C1COCC1. (3) The reactants are [Br:1][C:2]1[N:7]=C(NC)[CH:5]=[CH:4][CH:3]=1.C(N(C(C)C)CC)(C)C.ClC(OC1C=CC([N+]([O-])=O)=CC=1)=O.[CH2:32]([NH2:39])[CH2:33][CH2:34][CH2:35][CH2:36][CH2:37][CH3:38].[CH3:40][N:41]([CH3:44])[CH:42]=[O:43]. No catalyst specified. The product is [Br:1][C:2]1[N:7]=[C:40]([N:41]([CH3:44])[C:42]([NH:39][CH2:32][CH2:33][CH2:34][CH2:35][CH2:36][CH2:37][CH3:38])=[O:43])[CH:5]=[CH:4][CH:3]=1. The yield is 0.800.